From a dataset of Reaction yield outcomes from USPTO patents with 853,638 reactions. Predict the reaction yield, written as a fraction of the theoretical maximum amount of product (1.0 means a 100% yield; for example, 0.34 means a 34% yield). (1) The reactants are N[C:2]1[C:7]([C:8]([O:10][CH2:11][CH3:12])=[O:9])=[C:6]([CH3:13])[N:5]=[C:4]2[N:14]([CH2:17][C:18]3[CH:23]=[CH:22][C:21]([F:24])=[C:20]([F:25])[CH:19]=3)[CH:15]=[CH:16][C:3]=12.S(=O)(=O)(O)[OH:27].N([O-])=O.[Na+]. The catalyst is O1CCOCC1.O. The product is [F:25][C:20]1[CH:19]=[C:18]([CH:23]=[CH:22][C:21]=1[F:24])[CH2:17][N:14]1[C:4]2=[N:5][C:6]([CH3:13])=[C:7]([C:8]([O:10][CH2:11][CH3:12])=[O:9])[C:2]([OH:27])=[C:3]2[CH:16]=[CH:15]1. The yield is 0.930. (2) The reactants are [CH:1]1([C:6]#[C:7][C:8]#[N:9])[CH2:5][CH2:4][CH2:3][CH2:2]1.[NH:10]1[CH:14]=[C:13]([C:15]2[C:16]3[CH:23]=[CH:22][N:21]([CH2:24][O:25][CH2:26][CH2:27][Si:28]([CH3:31])([CH3:30])[CH3:29])[C:17]=3[N:18]=[CH:19][N:20]=2)[CH:12]=[N:11]1.C1CCN2C(=NCCC2)CC1. The catalyst is C(#N)C. The product is [C:1]1(=[C:6]([N:10]2[CH:14]=[C:13]([C:15]3[C:16]4[CH:23]=[CH:22][N:21]([CH2:24][O:25][CH2:26][CH2:27][Si:28]([CH3:31])([CH3:30])[CH3:29])[C:17]=4[N:18]=[CH:19][N:20]=3)[CH:12]=[N:11]2)[CH2:7][C:8]#[N:9])[CH2:5][CH2:4][CH2:3][CH2:2]1. The yield is 0.740. (3) The reactants are CN(C(ON1N=NC2C=CC=NC1=2)=[N+](C)C)C.F[P-](F)(F)(F)(F)F.[NH2:25][CH2:26][C:27]1[C:28]([F:44])=[C:29]([O:34][C:35]2[CH:36]=[C:37]([CH:40]=[C:41]([Cl:43])[CH:42]=2)[C:38]#[N:39])[C:30]([Cl:33])=[CH:31][CH:32]=1.[CH3:45][C:46]1[CH:47]=[CH:48][CH:49]=[C:50]2[C:54]=1[NH:53][C:52]([C:55](O)=[O:56])=[CH:51]2.CCN(C(C)C)C(C)C. The catalyst is CN(C=O)C.C(OCC)(=O)C.O. The product is [Cl:33][C:30]1[CH:31]=[CH:32][C:27]([CH2:26][NH:25][C:55]([C:52]2[NH:53][C:54]3[C:50]([CH:51]=2)=[CH:49][CH:48]=[CH:47][C:46]=3[CH3:45])=[O:56])=[C:28]([F:44])[C:29]=1[O:34][C:35]1[CH:36]=[C:37]([C:38]#[N:39])[CH:40]=[C:41]([Cl:43])[CH:42]=1. The yield is 0.570. (4) The reactants are [NH2:1][CH2:2][C:3]1[CH:30]=[CH:29][C:6]([CH2:7][N:8]([CH2:19][C:20]2[NH:24][C:23]3[CH:25]=[CH:26][CH:27]=[CH:28][C:22]=3[N:21]=2)[CH:9]2[C:18]3[N:17]=[CH:16][CH:15]=[CH:14][C:13]=3[CH2:12][CH2:11][CH2:10]2)=[CH:5][CH:4]=1.[CH2:31]([N:38]=[C:39]=[O:40])[C:32]1[CH:37]=[CH:36][CH:35]=[CH:34][CH:33]=1. The catalyst is C(Cl)Cl. The product is [NH:24]1[C:23]2[CH:25]=[CH:26][CH:27]=[CH:28][C:22]=2[N:21]=[C:20]1[CH2:19][N:8]([CH2:7][C:6]1[CH:5]=[CH:4][C:3]([CH2:2][NH:1][C:39]([NH:38][CH2:31][C:32]2[CH:37]=[CH:36][CH:35]=[CH:34][CH:33]=2)=[O:40])=[CH:30][CH:29]=1)[CH:9]1[C:18]2[N:17]=[CH:16][CH:15]=[CH:14][C:13]=2[CH2:12][CH2:11][CH2:10]1. The yield is 0.280. (5) The reactants are [Cl:1][C:2]1[C:3]([C:18](O)=[O:19])=[CH:4][C:5]2[N:6]([C:8]([S:14](O)(=[O:16])=[O:15])=[C:9]([CH:11]([CH3:13])[CH3:12])[N:10]=2)[CH:7]=1.C([N:23]([CH2:26][CH3:27])CC)C.P(Cl)(Cl)(Cl)=O.[NH2:33][C:34]1[CH:39]=[CH:38][CH:37]=[CH:36][CH:35]=1.C(=O)([O-])O.[Na+]. The catalyst is ClC(Cl)C. The product is [Cl:1][C:2]1[C:3]([C:18]([NH:23][C:26]2[CH:27]=[CH:4][CH:3]=[CH:2][CH:7]=2)=[O:19])=[CH:4][C:5]2[N:6]([C:8]([S:14](=[O:15])(=[O:16])[NH:33][C:34]3[CH:39]=[CH:38][CH:37]=[CH:36][CH:35]=3)=[C:9]([CH:11]([CH3:12])[CH3:13])[N:10]=2)[CH:7]=1. The yield is 0.0400. (6) The product is [Cl:21][CH2:12][C:5]1[CH:4]=[C:3]([O:2][CH3:1])[C:8]2[O:9][CH2:10][O:11][C:7]=2[CH:6]=1. The reactants are [CH3:1][O:2][C:3]1[C:8]2[O:9][CH2:10][O:11][C:7]=2[CH:6]=[C:5]([CH2:12]O)[CH:4]=1.C([O-])(O)=O.[Na+].O=S(Cl)[Cl:21]. The yield is 0.940. No catalyst specified. (7) The reactants are [Br:1][C:2]1[CH:3]=[CH:4][C:5]([C:9]([OH:11])=[O:10])=[N:6][C:7]=1Cl.[CH3:12][CH:13]([CH3:16])[CH2:14][SH:15].C(=O)([O-])[O-].[Cs+].[Cs+]. The catalyst is CS(C)=O. The product is [Br:1][C:2]1[CH:3]=[CH:4][C:5]([C:9]([OH:11])=[O:10])=[N:6][C:7]=1[S:15][CH2:14][CH:13]([CH3:16])[CH3:12]. The yield is 0.510. (8) The reactants are C(O)(C(F)(F)F)=O.[F:8][C:9]1[CH:10]=[C:11]([C:15]2[C:16]([N:33]3[CH2:38][CH2:37][N:36](C(OC(C)(C)C)=O)[CH2:35][CH2:34]3)=[C:17]3[CH:23]=[N:22][N:21](CC4C=CC(OC)=CC=4)[C:18]3=[N:19][CH:20]=2)[CH:12]=[CH:13][CH:14]=1.C(Cl)[Cl:47]. No catalyst specified. The product is [ClH:47].[ClH:47].[F:8][C:9]1[CH:10]=[C:11]([C:15]2[C:16]([N:33]3[CH2:38][CH2:37][NH:36][CH2:35][CH2:34]3)=[C:17]3[CH:23]=[N:22][NH:21][C:18]3=[N:19][CH:20]=2)[CH:12]=[CH:13][CH:14]=1. The yield is 0.940. (9) The reactants are [F:1][C:2]([F:29])([F:28])[C:3]1[CH:8]=[CH:7][C:6]([S:9]([NH:12][C@@H:13]([C:15]2[CH:27]=[CH:26][C:18]([C:19](OC(C)(C)C)=[O:20])=[CH:17][CH:16]=2)[CH3:14])(=[O:11])=[O:10])=[CH:5][CH:4]=1.FC(F)(F)C(O)=O.CN(C([O:44][N:45]1N=NC2C=CC=NC1=2)=[N+](C)C)C.F[P-](F)(F)(F)(F)F.C(N(CC)CC)C.[Si](ON)(C(C)(C)C)(C)C.Cl.C([O-])(O)=O.[Na+]. The catalyst is C(Cl)Cl.CN(C)C=O.C1(C)C=CC=CC=1.ClCCCl. The product is [OH:44][NH:45][C:19](=[O:20])[C:18]1[CH:26]=[CH:27][C:15]([C@H:13]([NH:12][S:9]([C:6]2[CH:7]=[CH:8][C:3]([C:2]([F:29])([F:28])[F:1])=[CH:4][CH:5]=2)(=[O:11])=[O:10])[CH3:14])=[CH:16][CH:17]=1. The yield is 0.150. (10) The reactants are Br[CH2:2][C:3]([C:5]1[C:10]([CH3:11])=[CH:9][C:8]([O:12][CH2:13][CH:14]([CH3:16])[CH3:15])=[CH:7][C:6]=1[CH3:17])=O.[NH2:18][C:19]([NH2:21])=[S:20]. The catalyst is CCO. The product is [CH2:13]([O:12][C:8]1[CH:9]=[C:10]([CH3:11])[C:5]([C:3]2[N:18]=[C:19]([NH2:21])[S:20][CH:2]=2)=[C:6]([CH3:17])[CH:7]=1)[CH:14]([CH3:16])[CH3:15]. The yield is 0.820.